Dataset: Experimentally validated miRNA-target interactions with 360,000+ pairs, plus equal number of negative samples. Task: Binary Classification. Given a miRNA mature sequence and a target amino acid sequence, predict their likelihood of interaction. (1) The miRNA is hsa-miR-4789-3p with sequence CACACAUAGCAGGUGUAUAUA. The protein sequence of the target gene is MRSRSNSGVRLDGYARLVQQTILCHQNPVTGLLPASYDQKDAWVRDNVYSILAVWGLGLAYRKNADRDEDKAKAYELEQSVVKLMRGLLHCMIRQVDKVESFKYSQSTKDSLHAKYNTKTCATVVGDDQWGHLQLDATSVYLLFLAQMTASGLHIIHSLDEVNFIQNLVFYIEAAYKTADFGIWERGDKTNQGISELNASSVGMAKAALEALDELDLFGVKGGPQSVIHVLADEVQHCQSILNSLLPRASTSKEVDASLLSVVSFPAFAVEDSQLVELTKQEIITKLQGRYGCCRFLRDG.... Result: 1 (interaction). (2) The miRNA is cel-miR-64-5p with sequence UAUGACACUGAAGCGUUACCGAA. The protein sequence of the target gene is MPGETEEPRSPEQQDQEGGPAAAADAASEELRPGAAAAPAAPAETASSRVLRGGRDRGRTAAAAAAAAAAVSRRRKAEYPRRRRSSPSNRPPDGPGHQPAAAKPPSPAQGKKSPRLQCIEKLTTDKDPKEEKEDDSVLPQEVSITTTRASRSWRSSSRTSISRLRDSENTRSSRSKTGSLQLVCKTEPITDQLDYDVPEEHQSPGGISSDEEEEEEEEMLISEEEIPFKDDPRDETYKPHLERETPKPRRKSGKVKEEKEKKEIKVEVEVEVKEEENEIREDEEPPRKRGRRRKDDKSPR.... Result: 0 (no interaction). (3) The miRNA is cel-miR-82-3p with sequence UGAGAUCAUCGUGAAAGCCAGU. The protein sequence of the target gene is MKDSNRCCCGQFTNQHIPPLPSATPSKNEEESKQVETQPEKWSVAKHTQSYPTDSYGVLEFQGGGYSNKAMYIRVSYDTKPDSLLHLMVKDWQLELPKLLISVHGGLQNFEMQPKLKQVFGKGLIKAAMTTGAWIFTGGVSTGVISHVGDALKDHSSKSRGRVCAIGIAPWGIVENKEDLVGKDVTRVYQTMSNPLSKLSVLNNSHTHFILADNGTLGKYGAEVKLRRLLEKHISLQKINTRLGQGVPLVGLVVEGGPNVVSIVLEYLQEEPPIPVVICDGSGRASDILSFAHKYCEEGG.... Result: 0 (no interaction). (4) The miRNA is hsa-miR-3920 with sequence ACUGAUUAUCUUAACUCUCUGA. The protein sequence of the target gene is MDAGKAGQTLKTHCSAQRPDVCRWLSPFILSCCVYFCLWIPEDQLSWFAALVKCLPVLCLAGFLWVMSPSGGYTQLLQGALVCSAVGDACLIWPAAFVPGMAAFATAHLLYVWAFGFSPLQPGLLLLIILAPGPYLSLVLQHLEPDMVLPVAAYGLILMAMLWRGLAQGGSAGWGALLFTLSDGVLAWDTFAQPLPHAHLVIMTTYYAAQLLITLSALRSPVPKTD. Result: 0 (no interaction). (5) The miRNA is hsa-miR-6772-5p with sequence UGGGUGUAGGCUGGAGCUGAGG. The protein sequence of the target gene is MLPLPSCSLPILLLFLLPSVPIESQPPPSTLPPFLAPEWDLLSPRVVLSRGAPAGPPLLFLLEAGAFRESAGAPANRSRRGVSETAPASRRGELAVCDAVSGWVTDRRTAVDLRGREVEVLGEVPAAGGSPLRQYFFETRCKADNAEEGGPGAGGGGCRGVDRRHWVSECKAKQSYVRALTADAQGRVGWRWIRIDTACVCTLLSRTGRA. Result: 0 (no interaction). (6) The miRNA is hsa-miR-4300 with sequence UGGGAGCUGGACUACUUC. The protein sequence of the target gene is MALCLKQVFAKDKTFRPRKRFEPGTQRFELYKKAQASLKSGLDLRSVVRLPPGENIDDWIAVHVVDFFNRINLIYGTMAERCSETSCPVMAGGPRYEYRWQDERQYRRPAKLSAPRYMALLMDWIEGLINDEEVFPTRVGVPFPKNFQQVCTKILTRLFRVFVHVYIHHFDSILSMGAEAHVNTCYKHFYYFIREFSLVDQRELEPLREMTERICH. Result: 0 (no interaction). (7) The miRNA is mmu-miR-3095-3p with sequence UGGACACUGGAGAGAGAGCUUUU. The protein sequence of the target gene is MEALGPGPPASLFQPPRRPGLGTVGKPIRLLANHFQVQIPKIDVYHYDVDIKPEKRPRRVNREVVDTMVRHFKMQIFGDRQPGYDGKRNMYTAHPLPIGRDRIDMEVTLPGEGKDQTFKVSVQWVSVVSLQLLLEALAGHLNEVPDDSVQALDVITRHLPSMRYTPVGRSFFSPPEGYYHPLGGGREVWFGFHQSVRPAMWNMMLNIDVSATAFYRAQPIIEFMCEVLDIQNINEQTKPLTDSQRVKFTKEIRGLKVEVTHCGQMKRKYRVCNVTRRPASHQTFPLQLENGQAMECTVAQ.... Result: 1 (interaction).